Task: Regression. Given a peptide amino acid sequence and an MHC pseudo amino acid sequence, predict their binding affinity value. This is MHC class I binding data.. Dataset: Peptide-MHC class I binding affinity with 185,985 pairs from IEDB/IMGT (1) The peptide sequence is EQLLKILDNL. The MHC is HLA-A02:06 with pseudo-sequence HLA-A02:06. The binding affinity (normalized) is 0.293. (2) The peptide sequence is LFNRDKTE. The MHC is H-2-Kb with pseudo-sequence H-2-Kb. The binding affinity (normalized) is 0. (3) The peptide sequence is VSFDQNLDY. The binding affinity (normalized) is 0.0847. The MHC is HLA-A02:03 with pseudo-sequence HLA-A02:03. (4) The peptide sequence is LISKTRAAL. The MHC is HLA-A02:01 with pseudo-sequence HLA-A02:01. The binding affinity (normalized) is 0.0546. (5) The peptide sequence is DEGFHAATV. The MHC is HLA-A02:11 with pseudo-sequence HLA-A02:11. The binding affinity (normalized) is 0.0847.